From a dataset of NCI-60 drug combinations with 297,098 pairs across 59 cell lines. Regression. Given two drug SMILES strings and cell line genomic features, predict the synergy score measuring deviation from expected non-interaction effect. Drug 1: C1=NC2=C(N=C(N=C2N1C3C(C(C(O3)CO)O)O)F)N. Drug 2: C1C(C(OC1N2C=NC3=C2NC=NCC3O)CO)O. Cell line: SN12C. Synergy scores: CSS=22.7, Synergy_ZIP=2.50, Synergy_Bliss=6.26, Synergy_Loewe=-0.382, Synergy_HSA=5.80.